This data is from Full USPTO retrosynthesis dataset with 1.9M reactions from patents (1976-2016). The task is: Predict the reactants needed to synthesize the given product. (1) Given the product [Cl:49][C:46]1[CH:47]=[CH:48][C:43]([CH:19]([C:16]2[CH:15]=[CH:14][C:13]([Cl:12])=[CH:18][CH:17]=2)[C:20]2[CH:21]=[C:22]3[C:27](=[CH:28][CH:29]=2)[N:26]=[C:25]([O:1][CH2:2][C:3]([CH2:8][OH:9])([CH2:6][OH:7])[CH2:4][OH:5])[N:24]=[C:23]3[NH:31][CH2:32][C:33]2[CH:38]=[CH:37][CH:36]=[C:35]([C:39]([F:42])([F:41])[F:40])[CH:34]=2)=[CH:44][CH:45]=1, predict the reactants needed to synthesize it. The reactants are: [OH:1][CH2:2][C:3]([CH2:8][OH:9])([CH2:6][OH:7])[CH2:4][OH:5].[H-].[Na+].[Cl:12][C:13]1[CH:18]=[CH:17][C:16]([CH:19]([C:43]2[CH:48]=[CH:47][C:46]([Cl:49])=[CH:45][CH:44]=2)[C:20]2[CH:21]=[C:22]3[C:27](=[CH:28][CH:29]=2)[N:26]=[C:25](Cl)[N:24]=[C:23]3[NH:31][CH2:32][C:33]2[CH:38]=[CH:37][CH:36]=[C:35]([C:39]([F:42])([F:41])[F:40])[CH:34]=2)=[CH:15][CH:14]=1. (2) Given the product [CH:1]([N:3]1[CH2:8][CH2:7][N:6]([CH2:9][CH2:10][S:12][C:13]2[NH:14][C:15]3[CH:21]=[CH:20][CH:19]=[CH:18][C:16]=3[N:17]=2)[CH2:5][CH2:4]1)=[O:2], predict the reactants needed to synthesize it. The reactants are: [CH:1]([N:3]1[CH2:8][CH2:7][N:6]([CH2:9][CH2:10]O)[CH2:5][CH2:4]1)=[O:2].[SH:12][C:13]1[NH:14][C:15]2[CH:21]=[CH:20][CH:19]=[CH:18][C:16]=2[N:17]=1.C(N(CC)C(C)C)(C)C.[I-].C(C[P+](C)(C)C)#N. (3) Given the product [C:1]([O:5][C:6]([N:8]([CH2:9][C:10]1[O:11][CH:12]=[C:13]([C:15]([OH:17])=[O:16])[N:14]=1)[CH3:19])=[O:7])([CH3:4])([CH3:2])[CH3:3], predict the reactants needed to synthesize it. The reactants are: [C:1]([O:5][C:6]([NH:8][CH2:9][C:10]1[O:11][CH:12]=[C:13]([C:15]([OH:17])=[O:16])[N:14]=1)=[O:7])([CH3:4])([CH3:3])[CH3:2].I[CH3:19].[H-].[Na+]. (4) Given the product [O:12]([C:19]1[CH:20]=[CH:21][C:22]([C:2]2[C:6]3[C:7]([NH2:11])=[N:8][CH:9]=[CH:10][C:5]=3[S:4][CH:3]=2)=[CH:23][CH:24]=1)[C:13]1[CH:18]=[CH:17][CH:16]=[CH:15][CH:14]=1, predict the reactants needed to synthesize it. The reactants are: Br[C:2]1[C:6]2[C:7]([NH2:11])=[N:8][CH:9]=[CH:10][C:5]=2[S:4][CH:3]=1.[O:12]([C:19]1[CH:24]=[CH:23][C:22](B(O)O)=[CH:21][CH:20]=1)[C:13]1[CH:18]=[CH:17][CH:16]=[CH:15][CH:14]=1.C([O-])([O-])=O.[Na+].[Na+].[Na+].[Cl-]. (5) Given the product [C:38]([O:42][C:43](=[O:44])[N:18]([CH:16]1[CH2:15][N:14]([CH:1]([C:2]2[CH:7]=[CH:6][CH:5]=[CH:4][CH:3]=2)[C:8]2[CH:9]=[CH:10][CH:11]=[CH:12][CH:13]=2)[CH2:17]1)[CH2:19][C@H:20]([OH:37])[CH2:21][O:22][C:23]1[CH:24]=[CH:25][C:26]([O:29][CH2:30][C:31]2[CH:32]=[CH:33][CH:34]=[CH:35][CH:36]=2)=[CH:27][CH:28]=1)([CH3:41])([CH3:40])[CH3:39], predict the reactants needed to synthesize it. The reactants are: [CH:1]([N:14]1[CH2:17][CH:16]([NH:18][CH2:19][C@H:20]([OH:37])[CH2:21][O:22][C:23]2[CH:28]=[CH:27][C:26]([O:29][CH2:30][C:31]3[CH:36]=[CH:35][CH:34]=[CH:33][CH:32]=3)=[CH:25][CH:24]=2)[CH2:15]1)([C:8]1[CH:13]=[CH:12][CH:11]=[CH:10][CH:9]=1)[C:2]1[CH:7]=[CH:6][CH:5]=[CH:4][CH:3]=1.[C:38]([O:42][C:43](O[C:43]([O:42][C:38]([CH3:41])([CH3:40])[CH3:39])=[O:44])=[O:44])([CH3:41])([CH3:40])[CH3:39]. (6) Given the product [CH:7]([C:4]1([CH2:11][CH2:10][C:9]#[N:12])[CH2:5][CH2:6][O:1][CH2:2][CH2:3]1)=[O:8], predict the reactants needed to synthesize it. The reactants are: [O:1]1[CH2:6][CH2:5][CH:4]([CH:7]=[O:8])[CH2:3][CH2:2]1.[C:9](#[N:12])[CH:10]=[CH2:11].[OH-].C([N+](C)(C)C)C1C=CC=CC=1.Cl. (7) Given the product [Br:1][C:2]1[CH:3]=[N:4][N:5]([CH2:7][CH2:8][N:17]([CH3:16])[CH2:18][C:19]2[CH:24]=[CH:23][CH:22]=[CH:21][CH:20]=2)[CH:6]=1, predict the reactants needed to synthesize it. The reactants are: [Br:1][C:2]1[CH:3]=[N:4][N:5]([CH2:7][CH2:8]Cl)[CH:6]=1.C(=O)([O-])[O-].[Cs+].[Cs+].[CH3:16][NH:17][CH2:18][C:19]1[CH:24]=[CH:23][CH:22]=[CH:21][CH:20]=1. (8) The reactants are: [OH:1][CH2:2][CH2:3][CH2:4][CH2:5][CH2:6][CH2:7][CH2:8][C:9]1[CH2:11][CH:10]=1.C(N(CC)CC)C.[C:19](Cl)(=[O:21])[CH3:20]. Given the product [C:19]([O:1][CH2:2][CH2:3][CH2:4][CH2:5][CH2:6][CH2:7][CH2:8][C:9]1[CH2:11][CH:10]=1)(=[O:21])[CH3:20], predict the reactants needed to synthesize it.